Dataset: Forward reaction prediction with 1.9M reactions from USPTO patents (1976-2016). Task: Predict the product of the given reaction. (1) Given the reactants [CH:1]1([C:5]2[C:12]([C:13]3[NH:17][C:16]([O:18][CH2:19]C)=[N:15][N:14]=3)=[CH:11][C:8]([C:9]#[N:10])=[C:7]([CH3:21])[CH:6]=2)[CH2:4][CH2:3][CH2:2]1.CO, predict the reaction product. The product is: [CH:1]1([C:5]2[C:12]([C:13]3[NH:17][C:16]([O:18][CH3:19])=[N:15][N:14]=3)=[CH:11][C:8]([C:9]#[N:10])=[C:7]([CH3:21])[CH:6]=2)[CH2:2][CH2:3][CH2:4]1. (2) Given the reactants C[O:2][C:3](=[O:28])/[C:4](/[C:12]1[CH:17]=[CH:16][C:15]([N:18]2[C:22]([C:23]([F:26])([F:25])[F:24])=[N:21][N:20]=[N:19]2)=[C:14]([Cl:27])[CH:13]=1)=[CH:5]/[CH:6]1[CH2:11][CH2:10][CH2:9][CH2:8][CH2:7]1.[OH-].[Na+], predict the reaction product. The product is: [Cl:27][C:14]1[CH:13]=[C:12](/[C:4](=[CH:5]\[CH:6]2[CH2:11][CH2:10][CH2:9][CH2:8][CH2:7]2)/[C:3]([OH:28])=[O:2])[CH:17]=[CH:16][C:15]=1[N:18]1[C:22]([C:23]([F:26])([F:24])[F:25])=[N:21][N:20]=[N:19]1.